Dataset: Forward reaction prediction with 1.9M reactions from USPTO patents (1976-2016). Task: Predict the product of the given reaction. (1) Given the reactants [Br:1][C:2]1[CH:3]=[CH:4][C:5]([C:8]([OH:10])=O)=[N:6][CH:7]=1.Cl.[CH3:12][NH:13][O:14][CH3:15].CCN=C=NCCCN(C)C.O, predict the reaction product. The product is: [Br:1][C:2]1[CH:3]=[CH:4][C:5]([C:8]([N:13]([O:14][CH3:15])[CH3:12])=[O:10])=[N:6][CH:7]=1. (2) Given the reactants [Cl:1][C:2]1[CH:7]=[CH:6][C:5]([N:8]2[C:12]([CH3:13])=[C:11]([C:14]([OH:16])=O)[CH:10]=[N:9]2)=[CH:4][CH:3]=1.S(Cl)([Cl:19])=O, predict the reaction product. The product is: [Cl:1][C:2]1[CH:7]=[CH:6][C:5]([N:8]2[C:12]([CH3:13])=[C:11]([C:14]([Cl:19])=[O:16])[CH:10]=[N:9]2)=[CH:4][CH:3]=1. (3) Given the reactants C([NH:4][CH:5]([CH2:9][C:10]1[C:18]2[C:13](=[C:14]([F:20])[CH:15]=[C:16]([F:19])[CH:17]=2)[NH:12][CH:11]=1)[C:6]([OH:8])=[O:7])(=O)C, predict the reaction product. The product is: [NH2:4][CH:5]([CH2:9][C:10]1[C:18]2[C:13](=[C:14]([F:20])[CH:15]=[C:16]([F:19])[CH:17]=2)[NH:12][CH:11]=1)[C:6]([OH:8])=[O:7]. (4) Given the reactants [NH2:1][C:2]1[N:7]=[N:6][C:5]([C:8]2[CH:9]=[C:10]3[C:14](=[CH:15][CH:16]=2)[N:13](CC2C=CC(OC)=CC=2)[N:12]=[C:11]3[CH3:26])=[N:4][C:3]=1[N:27]1[CH2:32][CH2:31][N:30](C(OC(C)(C)C)=O)[CH2:29][CH2:28]1, predict the reaction product. The product is: [NH2:1][C:2]1[N:7]=[N:6][C:5]([C:8]2[CH:9]=[C:10]3[C:14](=[CH:15][CH:16]=2)[NH:13][N:12]=[C:11]3[CH3:26])=[N:4][C:3]=1[N:27]1[CH2:28][CH2:29][NH:30][CH2:31][CH2:32]1. (5) Given the reactants BrC1C=NN2[CH:10]=[CH:9][C:8]([N:11]3[CH2:16][CH2:15][N:14]([C:17]([N:19]4[CH2:23][CH2:22][CH2:21][CH2:20]4)=[O:18])[CH2:13][CH2:12]3)=NC=12.CC1(C)C(C)(C)OB([C:32]2[CH:37]=[CH:36][CH:35]=[CH:34][N:33]=2)O1.C(=O)([O-])[O-].[Cs+].[Cs+].[Cl:45]CCl.[N:48]#[N:49], predict the reaction product. The product is: [ClH:45].[ClH:45].[N:33]1[CH:34]=[CH:35][CH:36]=[CH:37][C:32]=1[C:9]1[N:48]2[N:49]=[C:8]([N:11]3[CH2:12][CH2:13][N:14]([C:17]([N:19]4[CH2:20][CH2:21][CH2:22][CH2:23]4)=[O:18])[CH2:15][CH2:16]3)[CH:9]=[CH:10][C:12]2=[N:11][CH:8]=1. (6) Given the reactants [OH:1][C:2]1[CH:7]=[CH:6][C:5]([CH:8]([CH3:12])[C:9]([OH:11])=O)=[CH:4][C:3]=1[O:13][CH3:14].O=S(Cl)Cl.[CH3:19][O:20][C:21](=[O:29])[C:22]1[CH:27]=[CH:26][CH:25]=[CH:24][C:23]=1[NH2:28].CCCCCC, predict the reaction product. The product is: [CH3:19][O:20][C:21](=[O:29])[C:22]1[CH:27]=[CH:26][CH:25]=[CH:24][C:23]=1[NH:28][C:9](=[O:11])[CH:8]([C:5]1[CH:6]=[CH:7][C:2]([OH:1])=[C:3]([O:13][CH3:14])[CH:4]=1)[CH3:12]. (7) Given the reactants [CH3:1][C@@H:2]([CH2:11][C:12]#[CH:13])[CH2:3][O:4][CH:5]1[CH2:10][CH2:9][CH2:8][CH2:7][O:6]1.C([Li])CCC.CN(C)[C:21](=[O:23])[CH3:22].O.C(O)(=O)CC(CC(O)=O)(C(O)=O)O, predict the reaction product. The product is: [CH3:1][C@H:2]([CH2:3][O:4][CH:5]1[CH2:10][CH2:9][CH2:8][CH2:7][O:6]1)[CH2:11][C:12]#[C:13][C:21](=[O:23])[CH3:22]. (8) Given the reactants Br[C:2]1[CH:18]=[CH:17][C:5]([C:6]([NH:8][C:9]2[CH:10]=[N:11][C:12]([CH3:16])=[CH:13][C:14]=2[CH3:15])=[O:7])=[CH:4][CH:3]=1.[CH3:19][C:20]1[CH:27]=[CH:26][C:23]([C:24]#[N:25])=[CH:22][C:21]=1B1OC(C)(C)C(C)(C)O1.C([O-])([O-])=O.[Na+].[Na+].C(O)C, predict the reaction product. The product is: [C:24]([C:23]1[CH:22]=[CH:21][C:20]([CH3:19])=[C:27]([C:2]2[CH:18]=[CH:17][C:5]([C:6]([NH:8][C:9]3[CH:10]=[N:11][C:12]([CH3:16])=[CH:13][C:14]=3[CH3:15])=[O:7])=[CH:4][CH:3]=2)[CH:26]=1)#[N:25]. (9) The product is: [ClH:43].[ClH:43].[ClH:43].[NH2:29][C@H:25]1[CH2:26][CH2:27][CH2:28][N:23]([C:20]2[N:21]=[CH:22][C:17]([NH:16][C:15]3[C:14]4[C:9](=[CH:10][CH:11]=[C:12]([C:37]5[CH:38]=[C:39]([Cl:45])[C:40]([OH:44])=[C:41]([Cl:43])[CH:42]=5)[N:13]=4)[N:8]=[CH:7][C:6]=3[C:4]([CH:1]3[CH2:3][CH2:2]3)=[O:5])=[CH:18][CH:19]=2)[CH2:24]1. Given the reactants [CH:1]1([C:4]([C:6]2[CH:7]=[N:8][C:9]3[C:14]([C:15]=2[NH:16][C:17]2[CH:18]=[CH:19][C:20]([N:23]4[CH2:28][CH2:27][CH2:26][C@H:25]([NH:29]C(=O)OC(C)(C)C)[CH2:24]4)=[N:21][CH:22]=2)=[N:13][C:12]([C:37]2[CH:42]=[C:41]([Cl:43])[C:40]([OH:44])=[C:39]([Cl:45])[CH:38]=2)=[CH:11][CH:10]=3)=[O:5])[CH2:3][CH2:2]1.C(O)(C(F)(F)F)=O, predict the reaction product.